Dataset: Reaction yield outcomes from USPTO patents with 853,638 reactions. Task: Predict the reaction yield, written as a fraction of the theoretical maximum amount of product (1.0 means a 100% yield; for example, 0.34 means a 34% yield). (1) The reactants are [CH2:1]([N:8]1[CH2:13][CH2:12][CH:11]([C:14]([NH:16][C:17]2[CH:22]=[CH:21][C:20]([CH2:23][NH:24][C:25]3[C:34]4[C:29](=[CH:30][C:31](I)=[CH:32][CH:33]=4)[N:28]=[C:27]([N:36]([CH3:38])[CH3:37])[N:26]=3)=[CH:19][CH:18]=2)=[O:15])[CH2:10][CH2:9]1)[C:2]1[CH:7]=[CH:6][CH:5]=[CH:4][CH:3]=1.[CH3:39][C:40]([CH3:47])([CH3:46])/[CH:41]=[CH:42]/B(O)O. No catalyst specified. The product is [CH2:1]([N:8]1[CH2:13][CH2:12][CH:11]([C:14]([NH:16][C:17]2[CH:22]=[CH:21][C:20]([CH2:23][NH:24][C:25]3[C:34]4[C:29](=[CH:30][C:31](/[CH:42]=[CH:41]/[C:40]([CH3:47])([CH3:46])[CH3:39])=[CH:32][CH:33]=4)[N:28]=[C:27]([N:36]([CH3:38])[CH3:37])[N:26]=3)=[CH:19][CH:18]=2)=[O:15])[CH2:10][CH2:9]1)[C:2]1[CH:7]=[CH:6][CH:5]=[CH:4][CH:3]=1. The yield is 0.720. (2) The reactants are [ClH:1].[NH:2](C(OC(C)(C)C)=O)[C@H:3]([C:19]([NH:21][C@H:22]([C:27]([NH:29][C@H:30]([C:35]([O:37][CH3:38])=[O:36])[CH2:31][CH:32]([CH3:34])[CH3:33])=[O:28])[CH2:23][CH:24]([CH3:26])[CH3:25])=[O:20])[CH2:4][CH2:5][CH2:6][CH2:7][NH:8][C:9]([O:11][CH2:12][C:13]1[CH:18]=[CH:17][CH:16]=[CH:15][CH:14]=1)=[O:10]. The catalyst is C(OCC)(=O)C. The product is [NH2:2][C@H:3]([C:19]([NH:21][C@H:22]([C:27]([NH:29][C@H:30]([C:35]([O:37][CH3:38])=[O:36])[CH2:31][CH:32]([CH3:33])[CH3:34])=[O:28])[CH2:23][CH:24]([CH3:25])[CH3:26])=[O:20])[CH2:4][CH2:5][CH2:6][CH2:7][NH:8][C:9]([O:11][CH2:12][C:13]1[CH:14]=[CH:15][CH:16]=[CH:17][CH:18]=1)=[O:10].[ClH:1]. The yield is 0.914. (3) The reactants are [CH3:1][C:2]1[C:7]([N+:8]([O-:10])=[O:9])=[CH:6][C:5]([C:11]#[C:12][Si](C)(C)C)=[CH:4][N:3]=1.C(=O)([O-])[O-].[K+].[K+]. The catalyst is CO. The product is [C:11]([C:5]1[CH:6]=[C:7]([N+:8]([O-:10])=[O:9])[C:2]([CH3:1])=[N:3][CH:4]=1)#[CH:12]. The yield is 0.920. (4) The reactants are Cl.[CH2:2]([O:9][C:10]1[C:11]([C:24]([NH:26][CH2:27][C:28]([O:30][C:31]([CH3:34])([CH3:33])[CH3:32])=[O:29])=[O:25])=[N:12][C:13]([CH2:17][CH:18]2[CH2:23][CH2:22][NH:21][CH2:20][CH2:19]2)=[N:14][C:15]=1[CH3:16])[C:3]1[CH:8]=[CH:7][CH:6]=[CH:5][CH:4]=1.Br[C:36]1[CH:53]=[CH:52][C:39]([CH2:40][C:41]2[CH:51]=[CH:50][CH:49]=[CH:48][C:42]=2[C:43]([O:45][CH2:46][CH3:47])=[O:44])=[CH:38][CH:37]=1. No catalyst specified. The product is [CH2:2]([O:9][C:10]1[C:11]([C:24](=[O:25])[NH:26][CH2:27][C:28]([O:30][C:31]([CH3:34])([CH3:33])[CH3:32])=[O:29])=[N:12][C:13]([CH2:17][CH:18]2[CH2:19][CH2:20][N:21]([C:36]3[CH:53]=[CH:52][C:39]([CH2:40][C:41]4[CH:51]=[CH:50][CH:49]=[CH:48][C:42]=4[C:43]([O:45][CH2:46][CH3:47])=[O:44])=[CH:38][CH:37]=3)[CH2:22][CH2:23]2)=[N:14][C:15]=1[CH3:16])[C:3]1[CH:8]=[CH:7][CH:6]=[CH:5][CH:4]=1. The yield is 0.720. (5) The reactants are Cl[C:2]1[CH:7]=[C:6]([N:8]2[CH2:13][CH2:12][O:11][CH2:10][CH2:9]2)[N:5]=[C:4]([C:14]([O:16][CH3:17])=[O:15])[CH:3]=1.[CH2:18]([NH:20][C:21]([NH:23][C:24]1[CH:29]=[C:28]([C:30]2[S:31][CH:32]=[C:33]([C:35]([F:38])([F:37])[F:36])[N:34]=2)[C:27](B2OC(C)(C)C(C)(C)O2)=[CH:26][N:25]=1)=[O:22])[CH3:19].O1CCOCC1.C(=O)(O)[O-].[Na+]. The catalyst is O.C1C=CC([P]([Pd]([P](C2C=CC=CC=2)(C2C=CC=CC=2)C2C=CC=CC=2)([P](C2C=CC=CC=2)(C2C=CC=CC=2)C2C=CC=CC=2)[P](C2C=CC=CC=2)(C2C=CC=CC=2)C2C=CC=CC=2)(C2C=CC=CC=2)C2C=CC=CC=2)=CC=1. The product is [CH2:18]([NH:20][C:21](=[O:22])[NH:23][C:24]1[N:25]=[CH:26][C:27]([C:2]2[CH:7]=[C:6]([N:8]3[CH2:13][CH2:12][O:11][CH2:10][CH2:9]3)[N:5]=[C:4]([C:14]([O:16][CH3:17])=[O:15])[CH:3]=2)=[C:28]([C:30]2[S:31][CH:32]=[C:33]([C:35]([F:38])([F:37])[F:36])[N:34]=2)[CH:29]=1)[CH3:19]. The yield is 0.540.